This data is from Reaction yield outcomes from USPTO patents with 853,638 reactions. The task is: Predict the reaction yield, written as a fraction of the theoretical maximum amount of product (1.0 means a 100% yield; for example, 0.34 means a 34% yield). (1) The reactants are [H-].[Na+].[F:3][C:4]([F:18])([F:17])[C:5]1[N:10]=[CH:9][C:8](/[CH:11]=[CH:12]/[C:13]([O:15][CH3:16])=[O:14])=[CH:7][CH:6]=1.CO.[CH2:21](Cl)Cl. The catalyst is CS(C)=O. The product is [F:18][C:4]([F:17])([F:3])[C:5]1[N:10]=[CH:9][C:8]([C@@H:11]2[CH2:21][C@H:12]2[C:13]([O:15][CH3:16])=[O:14])=[CH:7][CH:6]=1. The yield is 0.100. (2) The reactants are C([N:5]1[C:9]([NH:10][C:11]2[C:20]3[C:15](=[CH:16][CH:17]=[CH:18][CH:19]=3)[C:14](=[O:21])[N:13]([C:22]3[CH:27]=[CH:26][C:25]([N:28]4[CH2:33][CH2:32][CH2:31][CH2:30][CH2:29]4)=[CH:24][CH:23]=3)[N:12]=2)=[CH:8][C:7]([CH3:34])=[N:6]1)(C)(C)C. The catalyst is C(O)=O.C(Cl)Cl. The product is [CH3:34][C:7]1[CH:8]=[C:9]([NH:10][C:11]2[C:20]3[C:15](=[CH:16][CH:17]=[CH:18][CH:19]=3)[C:14](=[O:21])[N:13]([C:22]3[CH:27]=[CH:26][C:25]([N:28]4[CH2:33][CH2:32][CH2:31][CH2:30][CH2:29]4)=[CH:24][CH:23]=3)[N:12]=2)[NH:5][N:6]=1. The yield is 0.570. (3) The yield is 0.890. The reactants are [CH3:1][C:2]1[CH:11]=[CH:10][C:9]2[C:4](=[CH:5][CH:6]=[CH:7][C:8]=2[N:12]2[CH2:17][CH2:16][N:15]([CH2:18][CH2:19][C:20]3[CH:21]=[C:22]([CH:24]=[CH:25][CH:26]=3)[NH2:23])[CH2:14][CH2:13]2)[N:3]=1.[N:27]1[CH:32]=[CH:31][N:30]=[CH:29][C:28]=1[C:33](O)=[O:34]. No catalyst specified. The product is [CH3:1][C:2]1[CH:11]=[CH:10][C:9]2[C:4](=[CH:5][CH:6]=[CH:7][C:8]=2[N:12]2[CH2:13][CH2:14][N:15]([CH2:18][CH2:19][C:20]3[CH:21]=[C:22]([NH:23][C:33]([C:28]4[CH:29]=[N:30][CH:31]=[CH:32][N:27]=4)=[O:34])[CH:24]=[CH:25][CH:26]=3)[CH2:16][CH2:17]2)[N:3]=1. (4) The reactants are [CH2:1]([O:3][C:4]([C:6]1[CH:7]2[N:30](C)[CH:11]([CH2:12][C:13]=1[C:14]1[S:15][CH:16]=[C:17]([CH2:19][CH2:20][CH2:21][O:22][Si](C(C)(C)C)(C)C)[N:18]=1)[CH2:10][N:9]([C:32]([O:34][C:35]([CH3:38])([CH3:37])[CH3:36])=[O:33])[CH2:8]2)=[O:5])[CH3:2].[C:39]([O-:42])([OH:41])=O.[Na+].ClC(OC(Cl)=O)C.CCN(C(C)C)C(C)C.[CH3:60][C:61](OC(OC(O[C:61]([CH3:63])([CH3:62])[CH3:60])=O)=O)([CH3:63])[CH3:62]. The catalyst is C(Cl)Cl. The product is [CH2:1]([O:3][C:4]([C:6]1[CH:7]2[N:30]([C:39]([O:42][C:61]([CH3:63])([CH3:62])[CH3:60])=[O:41])[CH:11]([CH2:12][C:13]=1[C:14]1[S:15][CH:16]=[C:17]([CH2:19][CH2:20][CH2:21][OH:22])[N:18]=1)[CH2:10][N:9]([C:32]([O:34][C:35]([CH3:38])([CH3:36])[CH3:37])=[O:33])[CH2:8]2)=[O:5])[CH3:2]. The yield is 0.490. (5) The reactants are [CH:1]12[O:9][CH:5]([CH2:6][NH:7][CH2:8]1)[CH2:4][N:3]([CH2:10][CH2:11][CH2:12][NH:13][C:14]1[CH:21]=[CH:20][C:17]([C:18]#[N:19])=[CH:16][CH:15]=1)[CH2:2]2.C([O-])([O-])=O.[K+].[K+].Cl[CH2:29][C:30](=[O:35])[C:31]([CH3:34])([CH3:33])[CH3:32].C(Cl)Cl. The catalyst is CC#N. The product is [CH3:32][C:31]([CH3:34])([CH3:33])[C:30](=[O:35])[CH2:29][N:7]1[CH2:8][CH:1]2[O:9][CH:5]([CH2:4][N:3]([CH2:10][CH2:11][CH2:12][NH:13][C:14]3[CH:21]=[CH:20][C:17]([C:18]#[N:19])=[CH:16][CH:15]=3)[CH2:2]2)[CH2:6]1. The yield is 0.739. (6) The reactants are Cl.[N+:2]([C:5]1[CH:13]=[C:12]([CH2:14][N:15]2[CH2:20][CH2:19][CH2:18][CH2:17][CH2:16]2)[CH:11]=[CH:10][C:6]=1[C:7]([OH:9])=O)([O-:4])=[O:3].S(Cl)(Cl)=O.[F:25][C:26]1[CH:27]=[C:28]([CH:40]=[C:41]([F:43])[CH:42]=1)[CH2:29][C:30]1[CH:31]=[C:32]2[C:36](=[CH:37][CH:38]=1)[NH:35][N:34]=[C:33]2[NH2:39].[NH4+].[OH-]. The catalyst is N1C=CC=CC=1.O.CCOC(C)=O. The product is [F:25][C:26]1[CH:27]=[C:28]([CH:40]=[C:41]([F:43])[CH:42]=1)[CH2:29][C:30]1[CH:31]=[C:32]2[C:36](=[CH:37][CH:38]=1)[NH:35][N:34]=[C:33]2[NH:39][C:7](=[O:9])[C:6]1[CH:10]=[CH:11][C:12]([CH2:14][N:15]2[CH2:20][CH2:19][CH2:18][CH2:17][CH2:16]2)=[CH:13][C:5]=1[N+:2]([O-:4])=[O:3]. The yield is 0.430. (7) The catalyst is CN(C)C1C=CN=CC=1.C(#N)C. The product is [Cl:22][C:23]1[CH:24]=[C:25]2[C:29](=[CH:30][CH:31]=1)[N:28]([C:32]1[N:36]([CH3:37])[N:35]=[C:34]([CH3:38])[C:33]=1/[CH:39]=[CH:40]/[C:41]([NH:21][S:18]([CH2:13][CH2:14][CH2:15][CH2:16][CH3:17])(=[O:20])=[O:19])=[O:42])[CH:27]=[CH:26]2. The reactants are Cl.CN(C)CCCN=C=NCC.[CH2:13]([S:18]([NH2:21])(=[O:20])=[O:19])[CH2:14][CH2:15][CH2:16][CH3:17].[Cl:22][C:23]1[CH:24]=[C:25]2[C:29](=[CH:30][CH:31]=1)[N:28]([C:32]1[N:36]([CH3:37])[N:35]=[C:34]([CH3:38])[C:33]=1/[CH:39]=[CH:40]/[C:41](O)=[O:42])[CH:27]=[CH:26]2.Cl. The yield is 0.590. (8) The reactants are [NH2:1][C:2]1[CH:7]=[CH:6][C:5]([Br:8])=[CH:4][C:3]=1[C:9](=[O:11])[CH3:10].Cl.[N:13]([O-])=O.[Na+]. The catalyst is O. The product is [Br:8][C:5]1[CH:4]=[C:3]2[C:2](=[CH:7][CH:6]=1)[NH:1][N:13]=[CH:10][C:9]2=[O:11]. The yield is 0.820. (9) The reactants are Br[C:2]1[CH:3]=[C:4]([NH:24][CH2:25][CH2:26][C:27]([F:30])([F:29])[F:28])[C:5]2[N:9]=[CH:8][N:7]([C:10]3[CH:21]=[CH:20][C:13]([C:14]([NH:16][CH:17]4[CH2:19][CH2:18]4)=[O:15])=[C:12]([CH3:22])[CH:11]=3)[C:6]=2[CH:23]=1.[N:31]1[CH:36]=[CH:35][C:34](B(O)O)=[CH:33][CH:32]=1.C(=O)([O-])[O-].[K+].[K+]. The catalyst is CN1C(=O)CCC1.C1C=CC(P(C2C=CC=CC=2)[C-]2C=CC=C2)=CC=1.C1C=CC(P(C2C=CC=CC=2)[C-]2C=CC=C2)=CC=1.Cl[Pd]Cl.[Fe+2]. The product is [CH:17]1([NH:16][C:14](=[O:15])[C:13]2[CH:20]=[CH:21][C:10]([N:7]3[C:6]4[CH:23]=[C:2]([C:34]5[CH:35]=[CH:36][N:31]=[CH:32][CH:33]=5)[CH:3]=[C:4]([NH:24][CH2:25][CH2:26][C:27]([F:30])([F:29])[F:28])[C:5]=4[N:9]=[CH:8]3)=[CH:11][C:12]=2[CH3:22])[CH2:19][CH2:18]1. The yield is 0.279. (10) The reactants are Cl[C:2]1[N:7]=[CH:6][N:5]=[C:4]([NH2:8])[C:3]=1[C:9]1[N:13]=[C:12]([CH3:14])[O:11][N:10]=1.[NH2:15][C@H:16]([C:19]1[N:28]([CH:29]2[CH2:31][CH2:30]2)[C:27](=[O:32])[C:26]2[C:21](=[CH:22][CH:23]=[CH:24][C:25]=2[F:33])[N:20]=1)[CH2:17][CH3:18].C(N(CC)C(C)C)(C)C. No catalyst specified. The product is [NH2:8][C:4]1[N:5]=[CH:6][N:7]=[C:2]([NH:15][C@H:16]([C:19]2[N:28]([CH:29]3[CH2:30][CH2:31]3)[C:27](=[O:32])[C:26]3[C:21](=[CH:22][CH:23]=[CH:24][C:25]=3[F:33])[N:20]=2)[CH2:17][CH3:18])[C:3]=1[C:9]1[N:13]=[C:12]([CH3:14])[O:11][N:10]=1. The yield is 0.620.